This data is from Catalyst prediction with 721,799 reactions and 888 catalyst types from USPTO. The task is: Predict which catalyst facilitates the given reaction. (1) Reactant: C(OC(=O)[NH:7][C:8]1[CH:13]=[C:12]([O:14][CH2:15][CH3:16])[C:11]([C:17]([F:20])([F:19])[F:18])=[CH:10][C:9]=1[NH:21][C:22](=[O:42])[CH2:23][C:24]([C:26]1[CH:31]=[CH:30][CH:29]=[C:28]([C:32]2[CH:37]=[CH:36][N:35]=[C:34]([CH2:38][CH:39]([CH3:41])[CH3:40])[CH:33]=2)[CH:27]=1)=O)(C)(C)C.C(O)(C(F)(F)F)=O. Product: [CH2:38]([C:34]1[CH:33]=[C:32]([C:28]2[CH:27]=[C:26]([C:24]3[CH2:23][C:22](=[O:42])[NH:21][C:9]4[CH:10]=[C:11]([C:17]([F:18])([F:20])[F:19])[C:12]([O:14][CH2:15][CH3:16])=[CH:13][C:8]=4[N:7]=3)[CH:31]=[CH:30][CH:29]=2)[CH:37]=[CH:36][N:35]=1)[CH:39]([CH3:40])[CH3:41]. The catalyst class is: 2. (2) Reactant: S(Cl)([Cl:3])=O.[Cl:5][C:6]1[CH:11]=[CH:10][C:9]([C:12]2[CH:13]=[CH:14][C:15]([C:18]#[C:19][C:20]3[CH:25]=[CH:24][C:23]([C:26]#[C:27][CH2:28]O)=[CH:22][CH:21]=3)=[N:16][CH:17]=2)=[CH:8][CH:7]=1.C(=O)(O)[O-].[Na+]. Product: [Cl:5][C:6]1[CH:11]=[CH:10][C:9]([C:12]2[CH:13]=[CH:14][C:15]([C:18]#[C:19][C:20]3[CH:25]=[CH:24][C:23]([C:26]#[C:27][CH2:28][Cl:3])=[CH:22][CH:21]=3)=[N:16][CH:17]=2)=[CH:8][CH:7]=1. The catalyst class is: 2. (3) Reactant: C(OC([N:8]=[C:9]1[N:13]([CH:14]([CH3:20])[C:15]([O:17][CH2:18][CH3:19])=[O:16])[C:12]2[CH:21]=[CH:22][CH:23]=[CH:24][C:11]=2[S:10]1)=O)(C)(C)C.Cl. Product: [NH:8]=[C:9]1[N:13]([CH:14]([CH3:20])[C:15]([O:17][CH2:18][CH3:19])=[O:16])[C:12]2[CH:21]=[CH:22][CH:23]=[CH:24][C:11]=2[S:10]1. The catalyst class is: 13.